From a dataset of Full USPTO retrosynthesis dataset with 1.9M reactions from patents (1976-2016). Predict the reactants needed to synthesize the given product. Given the product [C:14]([C:15]1[CH:16]=[C:17]([NH2:18])[N:11]([C:8]2[CH:9]=[C:10]3[C:5]([CH:4]=[N:3][NH:2]3)=[CH:6][CH:7]=2)[N:12]=1)([CH3:21])([CH3:20])[CH3:13], predict the reactants needed to synthesize it. The reactants are: Cl.[NH:2]1[C:10]2[C:5](=[CH:6][CH:7]=[C:8]([NH:11][NH2:12])[CH:9]=2)[CH:4]=[N:3]1.[CH3:13][C:14]([CH3:21])([CH3:20])[C:15](=O)[CH2:16][C:17]#[N:18].